This data is from NCI-60 drug combinations with 297,098 pairs across 59 cell lines. The task is: Regression. Given two drug SMILES strings and cell line genomic features, predict the synergy score measuring deviation from expected non-interaction effect. (1) Drug 1: CN(CC1=CN=C2C(=N1)C(=NC(=N2)N)N)C3=CC=C(C=C3)C(=O)NC(CCC(=O)O)C(=O)O. Drug 2: CC1CCCC2(C(O2)CC(NC(=O)CC(C(C(=O)C(C1O)C)(C)C)O)C(=CC3=CSC(=N3)C)C)C. Cell line: CCRF-CEM. Synergy scores: CSS=78.8, Synergy_ZIP=0.355, Synergy_Bliss=0.669, Synergy_Loewe=-0.164, Synergy_HSA=1.52. (2) Cell line: ACHN. Drug 2: CN(C(=O)NC(C=O)C(C(C(CO)O)O)O)N=O. Drug 1: CC1=C(C=C(C=C1)NC(=O)C2=CC=C(C=C2)CN3CCN(CC3)C)NC4=NC=CC(=N4)C5=CN=CC=C5. Synergy scores: CSS=-4.71, Synergy_ZIP=1.60, Synergy_Bliss=-0.942, Synergy_Loewe=-3.54, Synergy_HSA=-4.06. (3) Drug 2: C1CN1C2=NC(=NC(=N2)N3CC3)N4CC4. Drug 1: COC1=NC(=NC2=C1N=CN2C3C(C(C(O3)CO)O)O)N. Synergy scores: CSS=87.7, Synergy_ZIP=0.876, Synergy_Bliss=0.846, Synergy_Loewe=-1.23, Synergy_HSA=2.13. Cell line: MOLT-4. (4) Drug 2: CCC1(C2=C(COC1=O)C(=O)N3CC4=CC5=C(C=CC(=C5CN(C)C)O)N=C4C3=C2)O.Cl. Cell line: HOP-62. Drug 1: C1C(C(OC1N2C=NC3=C2NC=NCC3O)CO)O. Synergy scores: CSS=34.1, Synergy_ZIP=1.72, Synergy_Bliss=0.907, Synergy_Loewe=-42.3, Synergy_HSA=-1.08. (5) Drug 1: CN(C)C1=NC(=NC(=N1)N(C)C)N(C)C. Drug 2: C1=NC2=C(N=C(N=C2N1C3C(C(C(O3)CO)O)O)F)N. Cell line: A549. Synergy scores: CSS=-2.42, Synergy_ZIP=1.60, Synergy_Bliss=0.375, Synergy_Loewe=-4.45, Synergy_HSA=-3.72. (6) Drug 1: C1=CN(C(=O)N=C1N)C2C(C(C(O2)CO)O)O.Cl. Drug 2: C1CC(=O)NC(=O)C1N2C(=O)C3=CC=CC=C3C2=O. Cell line: IGROV1. Synergy scores: CSS=11.6, Synergy_ZIP=-3.33, Synergy_Bliss=0.881, Synergy_Loewe=-16.6, Synergy_HSA=-0.357.